This data is from Full USPTO retrosynthesis dataset with 1.9M reactions from patents (1976-2016). The task is: Predict the reactants needed to synthesize the given product. Given the product [Cl:20][C:21]1[CH:26]=[CH:25][C:24]([NH:27][C:28]([N:13]2[C:14]3=[N:15][CH:16]=[CH:17][CH:18]=[C:19]3[C:11]([C:5]3[CH:6]=[CH:7][C:8]([O:9][CH3:10])=[C:3]([O:2][CH3:1])[CH:4]=3)=[CH:12]2)=[O:29])=[CH:23][CH:22]=1, predict the reactants needed to synthesize it. The reactants are: [CH3:1][O:2][C:3]1[CH:4]=[C:5]([C:11]2[C:19]3[C:14](=[N:15][CH:16]=[CH:17][CH:18]=3)[NH:13][CH:12]=2)[CH:6]=[CH:7][C:8]=1[O:9][CH3:10].[Cl:20][C:21]1[CH:26]=[CH:25][C:24]([N:27]=[C:28]=[O:29])=[CH:23][CH:22]=1.